Dataset: Full USPTO retrosynthesis dataset with 1.9M reactions from patents (1976-2016). Task: Predict the reactants needed to synthesize the given product. The reactants are: [CH2:1]([N:8]1[CH2:15][CH2:14][C:11]2([O:13][CH2:12]2)[CH2:10][CH2:9]1)[C:2]1[CH:7]=[CH:6][CH:5]=[CH:4][CH:3]=1.[Br:16][C:17]1[CH:18]=[CH:19][C:20]([OH:23])=[N:21][CH:22]=1. Given the product [Br:16][C:17]1[CH:18]=[CH:19][C:20](=[O:23])[N:21]([CH2:12][C:11]2([OH:13])[CH2:14][CH2:15][N:8]([CH2:1][C:2]3[CH:7]=[CH:6][CH:5]=[CH:4][CH:3]=3)[CH2:9][CH2:10]2)[CH:22]=1, predict the reactants needed to synthesize it.